From a dataset of Forward reaction prediction with 1.9M reactions from USPTO patents (1976-2016). Predict the product of the given reaction. (1) Given the reactants [C:1]([O:5][NH:6][C:7]([C@:9]1([OH:45])[C@H:14]([NH:15][S:16]([C:19]2[CH:24]=[CH:23][C:22]([O:25][CH2:26][C:27]3[C:36]4[C:31](=[CH:32][CH:33]=[CH:34][CH:35]=4)[N:30]=[C:29]([CH3:37])[CH:28]=3)=[CH:21][CH:20]=2)(=[O:18])=[O:17])[CH2:13][CH2:12][N:11](C(OC(C)(C)C)=O)[CH2:10]1)=[O:8])([CH3:4])([CH3:3])[CH3:2].FC(F)(F)C(O)=O, predict the reaction product. The product is: [C:1]([O:5][NH:6][C:7]([C@:9]1([OH:45])[C@H:14]([NH:15][S:16]([C:19]2[CH:24]=[CH:23][C:22]([O:25][CH2:26][C:27]3[C:36]4[C:31](=[CH:32][CH:33]=[CH:34][CH:35]=4)[N:30]=[C:29]([CH3:37])[CH:28]=3)=[CH:21][CH:20]=2)(=[O:18])=[O:17])[CH2:13][CH2:12][NH:11][CH2:10]1)=[O:8])([CH3:4])([CH3:3])[CH3:2]. (2) Given the reactants [O:1]1[CH2:5]CCC1.[C:6]([O:10][C:11]([N:13]1[CH2:18][CH2:17][CH:16]([C:19]([OH:21])=O)[CH2:15][CH2:14]1)=[O:12])([CH3:9])([CH3:8])[CH3:7].[C:22](N1C=CN=C1)([N:24]1C=CN=C1)=O.C(N(CC)CC)C, predict the reaction product. The product is: [C:6]([O:10][C:11]([N:13]1[CH2:14][CH2:15][CH:16]([C:19]([N:24]([O:1][CH3:5])[CH3:22])=[O:21])[CH2:17][CH2:18]1)=[O:12])([CH3:7])([CH3:8])[CH3:9]. (3) Given the reactants [NH2:1][C@@H:2]([CH2:6][CH2:7][CH2:8][C:9]([OH:11])=[O:10])[C:3]([OH:5])=[O:4].C([O-])([O-])=O.[Na+].[Na+].[N:18]1([C:23]2[CH:31]=[CH:30][C:26]([C:27](Cl)=[O:28])=[CH:25][CH:24]=2)[CH:22]=[CH:21][N:20]=[N:19]1.Cl, predict the reaction product. The product is: [N:18]1([C:23]2[CH:24]=[CH:25][C:26]([C:27]([NH:1][C@@H:2]([CH2:6][CH2:7][CH2:8][C:9]([OH:11])=[O:10])[C:3]([OH:5])=[O:4])=[O:28])=[CH:30][CH:31]=2)[CH:22]=[CH:21][N:20]=[N:19]1. (4) Given the reactants [C:1]([C:4]1[CH:11]=[CH:10][C:7]([C:8]#[N:9])=[CH:6][CH:5]=1)(=[O:3])[CH3:2].CO[CH:14](OC)[N:15]([CH3:17])[CH3:16], predict the reaction product. The product is: [C:8]([C:7]1[CH:10]=[CH:11][C:4]([C:1](=[O:3])[CH:2]=[CH:14][N:15]([CH3:17])[CH3:16])=[CH:5][CH:6]=1)#[N:9]. (5) Given the reactants [Cl:1][C:2]1[C:11]2[C:6](=[CH:7][CH:8]=[CH:9][CH:10]=2)[C:5]([NH:12][NH2:13])=[N:4][N:3]=1.[C:14](Cl)(=[O:21])[C:15]1[CH:20]=[CH:19][CH:18]=[CH:17][CH:16]=1, predict the reaction product. The product is: [Cl:1][C:2]1[C:11]2[C:6](=[CH:7][CH:8]=[CH:9][CH:10]=2)[C:5](=[N:12][NH:13][C:14](=[O:21])[C:15]2[CH:20]=[CH:19][CH:18]=[CH:17][CH:16]=2)[NH:4][N:3]=1. (6) Given the reactants [CH2:1]([Si:3]([CH2:13][CH3:14])([CH2:11][CH3:12])[O:4]/[C:5](/[CH:8]=[CH:9]/[CH3:10])=[CH:6]\[CH3:7])[CH3:2].[N+:15]([C:18]1[CH:25]=[N:24][CH:23]=[CH:22][C:19]=1[CH:20]=[O:21])([O-:17])=[O:16].CC(C)(C)/C(/O)=C/C(C(C(C(F)(F)F)(F)F)(F)F)=O.CC(C)(C)/C(/O)=C/C(C(C(C(F)(F)F)(F)F)(F)F)=O.CC(C)(C)/C(/O)=C/C(C(C(C(F)(F)F)(F)F)(F)F)=O.[Eu], predict the reaction product. The product is: [CH3:7][C@H:6]1[C:5]([O:4][Si:3]([CH2:11][CH3:12])([CH2:1][CH3:2])[CH2:13][CH3:14])=[CH:8][C@@H:9]([CH3:10])[O:21][C@H:20]1[C:19]1[CH:22]=[CH:23][N:24]=[CH:25][C:18]=1[N+:15]([O-:17])=[O:16]. (7) Given the reactants [Cl:1][C:2]1[CH:11]=[CH:10][C:9]2[C:8]3[C:12]4[NH:19][CH2:18][C@@H:17]([CH3:20])[NH:16][C:15](=[O:21])[C:13]=4[S:14][C:7]=3[CH:6]=[CH:5][C:4]=2[N:3]=1.NC[C@H](NC(=O)[O:28]C(C)(C)C)C, predict the reaction product. The product is: [Cl:1][C:2]1[CH:11]=[CH:10][C:9]2[C:8]3[C:12]4[NH:19][CH2:18][C@@H:17]([CH2:20][OH:28])[NH:16][C:15](=[O:21])[C:13]=4[S:14][C:7]=3[CH:6]=[CH:5][C:4]=2[N:3]=1. (8) Given the reactants C(NC(C)C)(C)C.C(=O)=O.[CH3:11][CH:12]([CH3:17])[C:13]([O:15][CH3:16])=[O:14].[I:18][CH2:19][CH2:20][CH2:21][CH2:22]I.Cl, predict the reaction product. The product is: [I:18][CH2:19][CH2:20][CH2:21][CH2:22][C:12]([CH3:17])([CH3:11])[C:13]([O:15][CH3:16])=[O:14]. (9) Given the reactants Cl[CH2:2][CH2:3][O:4][C:5]1[C:10]([CH3:11])=[CH:9][C:8]([C:12]2[O:13][C:14](=[O:26])[C:15]3[C:20]([CH:21]=2)=[CH:19][C:18]([O:22][CH3:23])=[CH:17][C:16]=3[O:24][CH3:25])=[CH:7][C:6]=1[CH3:27].[NH:28]1[CH2:33][CH2:32][O:31][CH2:30][CH2:29]1.CCN(CC)CC.O, predict the reaction product. The product is: [CH3:27][C:6]1[CH:7]=[C:8]([C:12]2[O:13][C:14](=[O:26])[C:15]3[C:20]([CH:21]=2)=[CH:19][C:18]([O:22][CH3:23])=[CH:17][C:16]=3[O:24][CH3:25])[CH:9]=[C:10]([CH3:11])[C:5]=1[O:4][CH2:3][CH2:2][N:28]1[CH2:33][CH2:32][O:31][CH2:30][CH2:29]1.